This data is from Forward reaction prediction with 1.9M reactions from USPTO patents (1976-2016). The task is: Predict the product of the given reaction. (1) Given the reactants [CH3:1][N:2]([CH3:32])[S:3]([N:6]1[C:10]([CH2:11][CH:12]([C:14]2C=[CH:22][C:17]3[O:18][CH2:19][CH2:20][O:21][C:16]=3[CH:15]=2)O)=[C:9]([CH3:24])[N:8]=[C:7]1[Si](C(C)(C)C)(C)C)(=[O:5])=[O:4].CC(C[AlH]CC(C)C)C.[C@H](O)(C([O-])=O)[C@@H](O)C([O-])=O.[Na+].[K+], predict the reaction product. The product is: [CH3:32][N:2]([CH3:1])[S:3]([N:6]1[C:10]([CH2:11][C:12]2[CH:14]=[CH:15][C:16]3[O:21][CH2:20][CH2:19][O:18][C:17]=3[CH:22]=2)=[C:9]([CH3:24])[N:8]=[CH:7]1)(=[O:4])=[O:5]. (2) Given the reactants C([N:8]1[C@H:17](CO)[CH2:16][C:15]2[C:10](=[C:11]3[CH:31]=[CH:30][C:29]([O:32][CH3:33])=[CH:28][C:12]3=[C:13]3[CH:23]=[C:22]([O:24][CH3:25])[C:21]([O:26][CH3:27])=[CH:20][C:14]3=2)[CH2:9]1)(OC(C)(C)C)=O.CCN([CH2:39][CH3:40])CC.C1C=CC(P(C2C=CC=CC=2)C2C=CC=CC=2)=CC=1.C[C:61]([O-:64])(C)C.[K+], predict the reaction product. The product is: [CH3:27][O:26][C:21]1[C:22]([O:24][CH3:25])=[CH:23][C:13]2[C:14]([CH:20]=1)=[C:15]1[C:10](=[C:11]3[CH:31]=[CH:30][C:29]([O:32][CH3:33])=[CH:28][C:12]=23)[CH2:9][NH:8][C@H:17](/[CH:40]=[CH:39]/[O:64][CH3:61])[CH2:16]1.